Dataset: Full USPTO retrosynthesis dataset with 1.9M reactions from patents (1976-2016). Task: Predict the reactants needed to synthesize the given product. (1) Given the product [O:1]1[C:10]2[C:5](=[CH:6][C:7]([C:11]3[C:16]([CH:17]=[O:18])=[C:15]([CH3:19])[N:14]=[C:13]4[NH:20][CH:21]=[CH:22][C:12]=34)=[CH:8][CH:9]=2)[CH2:4][CH2:3][CH2:2]1, predict the reactants needed to synthesize it. The reactants are: [O:1]1[C:10]2[C:5](=[CH:6][C:7]([C:11]3[C:16]([CH2:17][OH:18])=[C:15]([CH3:19])[N:14]=[C:13]4[NH:20][CH:21]=[CH:22][C:12]=34)=[CH:8][CH:9]=2)[CH2:4][CH2:3][CH2:2]1.C1C=C[NH+]=CC=1.[O-][Cr](Cl)(=O)=O. (2) The reactants are: [NH2:1][C:2]1[C:10]([F:11])=[CH:9][C:8]([C:12]2[CH:13]=[C:14]3[C:20]([C:21]4[CH:26]=[CH:25][CH:24]=[CH:23][C:22]=4[O:27][CH3:28])=[N:19][NH:18][C:15]3=[N:16][CH:17]=2)=[CH:7][C:3]=1[C:4]([OH:6])=O.F[P-](F)(F)(F)(F)F.N1(O[P+](N2CCCC2)(N2CCCC2)N2CCCC2)C2C=CC=CC=2N=N1.[CH3:62][N:63]([CH3:69])[CH:64]1[CH2:68][CH2:67][NH:66][CH2:65]1. Given the product [NH2:1][C:2]1[C:10]([F:11])=[CH:9][C:8]([C:12]2[CH:13]=[C:14]3[C:20]([C:21]4[CH:26]=[CH:25][CH:24]=[CH:23][C:22]=4[O:27][CH3:28])=[N:19][NH:18][C:15]3=[N:16][CH:17]=2)=[CH:7][C:3]=1[C:4]([N:66]1[CH2:67][CH2:68][CH:64]([N:63]([CH3:69])[CH3:62])[CH2:65]1)=[O:6], predict the reactants needed to synthesize it. (3) Given the product [F:25][C:2]1([F:1])[CH2:7][N:6]([C:8]2[C:9]([Cl:16])=[CH:10][C:11]([Cl:15])=[CH:12][C:13]=2[Cl:14])[S:5](=[O:18])(=[O:17])[N:4]([CH2:19][C:20]([OH:22])=[O:21])[CH2:3]1, predict the reactants needed to synthesize it. The reactants are: [F:1][C:2]1([F:25])[CH2:7][N:6]([C:8]2[C:13]([Cl:14])=[CH:12][C:11]([Cl:15])=[CH:10][C:9]=2[Cl:16])[S:5](=[O:18])(=[O:17])[N:4]([CH2:19][C:20]([O:22]CC)=[O:21])[CH2:3]1.C(OCC)(=O)C.Cl.